This data is from Forward reaction prediction with 1.9M reactions from USPTO patents (1976-2016). The task is: Predict the product of the given reaction. (1) Given the reactants [CH3:1][O:2][C:3]1[CH:4]=[CH:5][C:6]([N+:19]([O-])=O)=[C:7]([CH:18]=1)[NH:8][CH2:9][C:10]1[CH:15]=[CH:14][C:13]([O:16][CH3:17])=[CH:12][CH:11]=1.CC(O)=O.CCO, predict the reaction product. The product is: [CH3:1][O:2][C:3]1[CH:18]=[C:7]([NH:8][CH2:9][C:10]2[CH:11]=[CH:12][C:13]([O:16][CH3:17])=[CH:14][CH:15]=2)[C:6]([NH2:19])=[CH:5][CH:4]=1. (2) Given the reactants Br[C:2]1[S:3][C:4](Br)=[CH:5][CH:6]=1.C([Li])CCC.CCCCCC.[CH3:19][Sn:20](Cl)([CH3:22])[CH3:21], predict the reaction product. The product is: [CH3:19][Sn:20]([CH3:22])([CH3:21])[C:2]1[S:3][C:4]([Sn:20]([CH3:22])([CH3:21])[CH3:19])=[CH:5][CH:6]=1. (3) Given the reactants [CH3:1][NH2:2].F[C:4]1[CH:9]=[C:8](F)[CH:7]=[CH:6][C:5]=1[N+:11]([O-:13])=[O:12].[CH2:14]([OH:21])[C:15]1[CH:20]=[CH:19][CH:18]=[CH:17][CH:16]=1.C(=O)([O-])[O-].[K+].[K+], predict the reaction product. The product is: [CH2:14]([O:21][C:8]1[CH:7]=[CH:6][C:5]([N+:11]([O-:13])=[O:12])=[C:4]([CH:9]=1)[NH:2][CH3:1])[C:15]1[CH:20]=[CH:19][CH:18]=[CH:17][CH:16]=1.